Regression. Given two drug SMILES strings and cell line genomic features, predict the synergy score measuring deviation from expected non-interaction effect. From a dataset of NCI-60 drug combinations with 297,098 pairs across 59 cell lines. (1) Drug 1: CS(=O)(=O)C1=CC(=C(C=C1)C(=O)NC2=CC(=C(C=C2)Cl)C3=CC=CC=N3)Cl. Drug 2: N.N.Cl[Pt+2]Cl. Cell line: HOP-92. Synergy scores: CSS=5.67, Synergy_ZIP=-1.20, Synergy_Bliss=0.107, Synergy_Loewe=-0.0630, Synergy_HSA=-0.410. (2) Drug 1: C1C(C(OC1N2C=C(C(=O)NC2=O)F)CO)O. Drug 2: CCC(=C(C1=CC=CC=C1)C2=CC=C(C=C2)OCCN(C)C)C3=CC=CC=C3.C(C(=O)O)C(CC(=O)O)(C(=O)O)O. Cell line: UACC62. Synergy scores: CSS=16.7, Synergy_ZIP=-4.26, Synergy_Bliss=0.698, Synergy_Loewe=-18.5, Synergy_HSA=-0.620. (3) Drug 1: CC1=C(C=C(C=C1)NC2=NC=CC(=N2)N(C)C3=CC4=NN(C(=C4C=C3)C)C)S(=O)(=O)N.Cl. Drug 2: CS(=O)(=O)C1=CC(=C(C=C1)C(=O)NC2=CC(=C(C=C2)Cl)C3=CC=CC=N3)Cl. Cell line: MCF7. Synergy scores: CSS=0.427, Synergy_ZIP=1.64, Synergy_Bliss=5.25, Synergy_Loewe=-1.96, Synergy_HSA=2.41. (4) Cell line: MOLT-4. Drug 1: C1C(C(OC1N2C=NC3=C(N=C(N=C32)Cl)N)CO)O. Synergy scores: CSS=45.2, Synergy_ZIP=-2.27, Synergy_Bliss=-3.47, Synergy_Loewe=-30.5, Synergy_HSA=-2.01. Drug 2: C(=O)(N)NO. (5) Drug 1: CCC1(CC2CC(C3=C(CCN(C2)C1)C4=CC=CC=C4N3)(C5=C(C=C6C(=C5)C78CCN9C7C(C=CC9)(C(C(C8N6C)(C(=O)OC)O)OC(=O)C)CC)OC)C(=O)OC)O.OS(=O)(=O)O. Drug 2: CC12CCC3C(C1CCC2OP(=O)(O)O)CCC4=C3C=CC(=C4)OC(=O)N(CCCl)CCCl.[Na+]. Cell line: OVCAR-8. Synergy scores: CSS=2.51, Synergy_ZIP=-1.38, Synergy_Bliss=-2.00, Synergy_Loewe=-15.0, Synergy_HSA=-1.34. (6) Drug 1: CC1=C2C(C(=O)C3(C(CC4C(C3C(C(C2(C)C)(CC1OC(=O)C(C(C5=CC=CC=C5)NC(=O)C6=CC=CC=C6)O)O)OC(=O)C7=CC=CC=C7)(CO4)OC(=O)C)O)C)OC(=O)C. Drug 2: CN(CC1=CN=C2C(=N1)C(=NC(=N2)N)N)C3=CC=C(C=C3)C(=O)NC(CCC(=O)O)C(=O)O. Cell line: UACC-257. Synergy scores: CSS=17.9, Synergy_ZIP=1.86, Synergy_Bliss=1.70, Synergy_Loewe=-33.8, Synergy_HSA=-0.383. (7) Drug 1: C1CC(=O)NC(=O)C1N2C(=O)C3=CC=CC=C3C2=O. Drug 2: CCC1(C2=C(COC1=O)C(=O)N3CC4=CC5=C(C=CC(=C5CN(C)C)O)N=C4C3=C2)O.Cl. Cell line: COLO 205. Synergy scores: CSS=-4.07, Synergy_ZIP=-11.4, Synergy_Bliss=-31.1, Synergy_Loewe=-57.9, Synergy_HSA=-33.8. (8) Drug 1: C1=CN(C=N1)CC(O)(P(=O)(O)O)P(=O)(O)O. Drug 2: C1CN1C2=NC(=NC(=N2)N3CC3)N4CC4. Cell line: SK-MEL-5. Synergy scores: CSS=26.0, Synergy_ZIP=-5.05, Synergy_Bliss=-3.66, Synergy_Loewe=-9.31, Synergy_HSA=-3.39. (9) Drug 1: C1=NC2=C(N1)C(=S)N=CN2. Drug 2: C1=NNC2=C1C(=O)NC=N2. Cell line: PC-3. Synergy scores: CSS=19.5, Synergy_ZIP=-3.43, Synergy_Bliss=3.60, Synergy_Loewe=-0.173, Synergy_HSA=-0.306.